From a dataset of Full USPTO retrosynthesis dataset with 1.9M reactions from patents (1976-2016). Predict the reactants needed to synthesize the given product. (1) Given the product [C:6]([C:2]1[S:1][CH:5]=[CH:4][CH:3]=1)(=[O:9])[CH2:7][CH3:8], predict the reactants needed to synthesize it. The reactants are: [S:1]1[CH:5]=[CH:4][CH:3]=[CH:2]1.[C:6](Cl)(=[O:9])[CH2:7][CH3:8].[Sn](Cl)(Cl)(Cl)Cl. (2) The reactants are: [CH3:1][C:2]1[N:3]([C:8]2[N:13]=[C:12]([CH3:14])[C:11]([O:15][CH2:16][C:17]3[CH:22]=[CH:21][CH:20]=[CH:19][CH:18]=3)=[C:10]([CH3:23])[N:9]=2)[C:4]([CH3:7])=[CH:5][CH:6]=1.[Li]CCCC.Br[CH2:30][CH2:31][CH2:32][CH2:33][CH2:34][CH2:35][CH2:36][CH2:37][CH2:38][O:39][CH2:40][C:41]1[CH:46]=[CH:45][CH:44]=[CH:43][CH:42]=1. Given the product [CH3:1][C:2]1[N:3]([C:8]2[N:9]=[C:10]([CH3:23])[C:11]([O:15][CH2:16][C:17]3[CH:22]=[CH:21][CH:20]=[CH:19][CH:18]=3)=[C:12]([CH2:14][CH2:30][CH2:31][CH2:32][CH2:33][CH2:34][CH2:35][CH2:36][CH2:37][CH2:38][O:39][CH2:40][C:41]3[CH:42]=[CH:43][CH:44]=[CH:45][CH:46]=3)[N:13]=2)[C:4]([CH3:7])=[CH:5][CH:6]=1, predict the reactants needed to synthesize it.